Dataset: Forward reaction prediction with 1.9M reactions from USPTO patents (1976-2016). Task: Predict the product of the given reaction. Given the reactants Br[C:2]1[CH:3]=[C:4]([C@@H:8]([OH:10])[CH3:9])[CH:5]=[N:6][CH:7]=1.[C:11]([B-](F)(F)F)([CH3:13])=[CH2:12].[K+].CCN(CC)CC.C(Cl)Cl, predict the reaction product. The product is: [CH2:12]=[C:11]([C:2]1[CH:3]=[C:4]([C@@H:8]([OH:10])[CH3:9])[CH:5]=[N:6][CH:7]=1)[CH3:13].